This data is from Catalyst prediction with 721,799 reactions and 888 catalyst types from USPTO. The task is: Predict which catalyst facilitates the given reaction. (1) Reactant: [CH3:1][N:2]([CH2:4][CH:5]1[CH2:11][CH2:10][CH:9]2[CH:7]([CH2:8]2)[C:6]1([C:13]1[CH:18]=[C:17]([OH:19])[CH:16]=[C:15]([F:20])[CH:14]=1)[OH:12])[CH3:3].[CH3:21][C:22]([CH3:27])([CH3:26])[C:23](Cl)=[O:24].C(N(CC)CC)C. Product: [CH3:3][N:2]([CH2:4][CH:5]1[CH2:11][CH2:10][CH:9]2[CH:7]([CH2:8]2)[C:6]1([C:13]1[CH:18]=[C:17]([O:19][C:23](=[O:24])[C:22]([CH3:27])([CH3:26])[CH3:21])[CH:16]=[C:15]([F:20])[CH:14]=1)[OH:12])[CH3:1]. The catalyst class is: 2. (2) Reactant: [C:1]([C:3]1[CH:4]=[N:5][C:6](F)=[C:7]([CH:20]=1)[C:8]([NH:10][C@H:11]([C:13]1[CH:18]=[CH:17][C:16]([F:19])=[CH:15][CH:14]=1)[CH3:12])=[O:9])#[N:2].[Cl:22][C:23]1[N:28]=[CH:27][C:26](NC)=[CH:25][CH:24]=1.[CH:31]([N:34](CC)C(C)C)(C)C. Product: [Cl:22][C:23]1[N:28]=[CH:27][C:26]([CH2:31][NH:34][C:6]2[N:5]=[CH:4][C:3]([C:1]#[N:2])=[CH:20][C:7]=2[C:8]([NH:10][C@H:11]([C:13]2[CH:18]=[CH:17][C:16]([F:19])=[CH:15][CH:14]=2)[CH3:12])=[O:9])=[CH:25][CH:24]=1. The catalyst class is: 148. (3) Reactant: B(Br)(Br)Br.C(OC([N:12]1[CH2:16][C@H:15]([O:17]CC2C=CC=CC=2)[CH2:14][C@@H:13]1[C@@H:25]([OH:54])[C@@H:26]([NH:34][C:35](=[O:53])[C:36]1[CH:41]=[CH:40][CH:39]=[C:38]([C:42](=[O:52])[N:43]([CH3:51])[CH2:44][C:45]2[S:46][CH:47]=[C:48]([CH3:50])[N:49]=2)[CH:37]=1)[CH2:27][C:28]1[CH:33]=[CH:32][CH:31]=[CH:30][CH:29]=1)=O)(C)(C)C. Product: [OH:54][C@H:25]([C@H:13]1[CH2:14][C@@H:15]([OH:17])[CH2:16][NH:12]1)[C@@H:26]([NH:34][C:35](=[O:53])[C:36]1[CH:41]=[CH:40][CH:39]=[C:38]([C:42]([N:43]([CH3:51])[CH2:44][C:45]2[S:46][CH:47]=[C:48]([CH3:50])[N:49]=2)=[O:52])[CH:37]=1)[CH2:27][C:28]1[CH:33]=[CH:32][CH:31]=[CH:30][CH:29]=1. The catalyst class is: 2. (4) Reactant: [CH3:1][C:2]1[CH:3]=[CH:4][C:5]([NH:8][C:9](=[O:17])[C:10]2[CH:15]=[CH:14][CH:13]=[CH:12][C:11]=2[NH2:16])=[N:6][CH:7]=1.[N:18]1[CH:23]=[CH:22][C:21]([N:24]2[CH2:29][CH2:28][CH:27]([C:30]([Cl:32])=[O:31])[CH2:26][CH2:25]2)=[CH:20][CH:19]=1. Product: [ClH:32].[CH3:1][C:2]1[CH:3]=[CH:4][C:5]([NH:8][C:9](=[O:17])[C:10]2[CH:15]=[CH:14][CH:13]=[CH:12][C:11]=2[NH:16][C:30]([CH:27]2[CH2:26][CH2:25][N:24]([C:21]3[CH:20]=[CH:19][N:18]=[CH:23][CH:22]=3)[CH2:29][CH2:28]2)=[O:31])=[N:6][CH:7]=1. The catalyst class is: 529.